From a dataset of Retrosynthesis with 50K atom-mapped reactions and 10 reaction types from USPTO. Predict the reactants needed to synthesize the given product. Given the product CCCCCCN1CCN2C[C@@H](c3ccccc3)c3ccccc3[C@@H]2C1, predict the reactants needed to synthesize it. The reactants are: CCCCCC(=O)N1CCN2C[C@@H](c3ccccc3)c3ccccc3[C@@H]2C1.